This data is from Catalyst prediction with 721,799 reactions and 888 catalyst types from USPTO. The task is: Predict which catalyst facilitates the given reaction. (1) The catalyst class is: 23. Product: [Cl:1][C:2]1[C:3]([O:27][CH2:28][CH2:29][N:30]2[CH2:34][CH2:33][CH2:32][CH2:31]2)=[C:4]2[NH:10][C:9]([C:11]3[CH:16]=[CH:15][C:14]([O:17][CH2:18][CH2:19][N:20]4[CH2:21][CH2:22][O:23][CH2:24][CH2:25]4)=[CH:13][CH:12]=3)=[N:8][C:5]2=[N:6][CH:7]=1. Reactant: [Cl:1][C:2]1[C:3](Cl)=[C:4]2[N:10]=[C:9]([C:11]3[CH:16]=[CH:15][C:14]([O:17][CH2:18][CH2:19][N:20]4[CH2:25][CH2:24][O:23][CH2:22][CH2:21]4)=[CH:13][CH:12]=3)[NH:8][C:5]2=[N:6][CH:7]=1.[OH:27][CH2:28][CH2:29][N:30]1[CH2:34][CH2:33][CH2:32][CH2:31]1.[H-].[Na+]. (2) Reactant: [CH2:1]([C:3]([C:21]1[CH:26]=[CH:25][C:24]([OH:27])=[C:23]([CH3:28])[CH:22]=1)([C:6]1[CH:11]=[CH:10][C:9](/[CH:12]=[CH:13]/[C:14]([CH2:18][CH3:19])([OH:17])[CH2:15][CH3:16])=[C:8]([CH3:20])[CH:7]=1)[CH2:4][CH3:5])[CH3:2].N1C=CC=CC=1.[F:35][C:36]([F:49])([F:48])[S:37](O[S:37]([C:36]([F:49])([F:48])[F:35])(=[O:39])=[O:38])(=[O:39])=[O:38].O. Product: [CH2:1]([C:3]([C:21]1[CH:26]=[CH:25][C:24]([O:27][S:37]([C:36]([F:49])([F:48])[F:35])(=[O:39])=[O:38])=[C:23]([CH3:28])[CH:22]=1)([C:6]1[CH:11]=[CH:10][C:9](/[CH:12]=[CH:13]/[C:14]([CH2:15][CH3:16])([OH:17])[CH2:18][CH3:19])=[C:8]([CH3:20])[CH:7]=1)[CH2:4][CH3:5])[CH3:2]. The catalyst class is: 2.